This data is from Full USPTO retrosynthesis dataset with 1.9M reactions from patents (1976-2016). The task is: Predict the reactants needed to synthesize the given product. Given the product [C:1]1([C:7]2[C:11]3[C:10](=[N:12][C:17]([OH:18])=[CH:16][C:15]=3[C:14]([F:24])([F:23])[F:13])[NH:9][N:8]=2)[CH:2]=[CH:3][CH:4]=[CH:5][CH:6]=1, predict the reactants needed to synthesize it. The reactants are: [C:1]1([C:7]2[CH:11]=[C:10]([NH2:12])[NH:9][N:8]=2)[CH:6]=[CH:5][CH:4]=[CH:3][CH:2]=1.[F:13][C:14]([F:24])([F:23])[C:15](=O)[CH2:16][C:17](OCC)=[O:18].